From a dataset of Catalyst prediction with 721,799 reactions and 888 catalyst types from USPTO. Predict which catalyst facilitates the given reaction. Reactant: [Br:1][CH2:2][C:3]1[C:4]([C:18]2[CH:23]=[CH:22][C:21]([F:24])=[CH:20][CH:19]=2)=[N:5][C:6]([N:12]([CH3:17])[S:13]([CH3:16])(=[O:15])=[O:14])=[N:7][C:8]=1[CH:9]([CH3:11])[CH3:10].[CH2:25]([P:29]([CH2:34][CH2:35][CH2:36][CH3:37])[CH2:30][CH2:31][CH2:32][CH3:33])[CH2:26][CH2:27][CH3:28]. Product: [Br-:1].[CH2:34]([P+:29]([CH2:25][CH2:26][CH2:27][CH3:28])([CH2:30][CH2:31][CH2:32][CH3:33])[CH2:2][C:3]1[C:4]([C:18]2[CH:23]=[CH:22][C:21]([F:24])=[CH:20][CH:19]=2)=[N:5][C:6]([N:12]([CH3:17])[S:13]([CH3:16])(=[O:15])=[O:14])=[N:7][C:8]=1[CH:9]([CH3:11])[CH3:10])[CH2:35][CH2:36][CH3:37]. The catalyst class is: 11.